From a dataset of Peptide-MHC class I binding affinity with 185,985 pairs from IEDB/IMGT. Regression. Given a peptide amino acid sequence and an MHC pseudo amino acid sequence, predict their binding affinity value. This is MHC class I binding data. (1) The peptide sequence is SPYVFALA. The MHC is H-2-Db with pseudo-sequence H-2-Db. The binding affinity (normalized) is 0. (2) The peptide sequence is KSDAKSTKK. The MHC is HLA-A03:01 with pseudo-sequence HLA-A03:01. The binding affinity (normalized) is 0.302.